From a dataset of Buchwald-Hartwig C-N cross coupling reaction yields with 55,370 reactions. Predict the reaction yield, written as a fraction of the theoretical maximum amount of product (1.0 means a 100% yield; for example, 0.34 means a 34% yield). (1) The reactants are CCc1ccc(Br)cc1.Cc1ccc(N)cc1.O=S(=O)(O[Pd]1c2ccccc2-c2ccccc2N~1)C(F)(F)F.CC(C)c1cc(C(C)C)c(-c2ccccc2P(C2CCCCC2)C2CCCCC2)c(C(C)C)c1.CN1CCCN2CCCN=C12.Cc1ccon1. No catalyst specified. The product is CCc1ccc(Nc2ccc(C)cc2)cc1. The yield is 0.423. (2) The reactants are FC(F)(F)c1ccc(Br)cc1.Cc1ccc(N)cc1.O=S(=O)(O[Pd]1c2ccccc2-c2ccccc2N~1)C(F)(F)F.CC(C)c1cc(C(C)C)c(-c2ccccc2P(C2CCCCC2)C2CCCCC2)c(C(C)C)c1.CN1CCCN2CCCN=C12.CCOC(=O)c1ccon1. No catalyst specified. The product is Cc1ccc(Nc2ccc(C(F)(F)F)cc2)cc1. The yield is 0.312. (3) The reactants are COc1ccc(I)cc1.Cc1ccc(N)cc1.O=S(=O)(O[Pd]1c2ccccc2-c2ccccc2N~1)C(F)(F)F.COc1ccc(OC)c(P(C(C)(C)C)C(C)(C)C)c1-c1c(C(C)C)cc(C(C)C)cc1C(C)C.CN(C)C(=NC(C)(C)C)N(C)C.CCOC(=O)c1cc(C)no1. No catalyst specified. The product is COc1ccc(Nc2ccc(C)cc2)cc1. The yield is 0.394. (4) The reactants are COc1ccc(Cl)cc1.Cc1ccc(N)cc1.O=S(=O)(O[Pd]1c2ccccc2-c2ccccc2N~1)C(F)(F)F.CC(C)c1cc(C(C)C)c(-c2ccccc2P(C2CCCCC2)C2CCCCC2)c(C(C)C)c1.CN1CCCN2CCCN=C12.CCOC(=O)c1ccon1. No catalyst specified. The product is COc1ccc(Nc2ccc(C)cc2)cc1. The yield is 0.00344. (5) The reactants are Brc1ccccn1.Cc1ccc(N)cc1.O=S(=O)(O[Pd]1c2ccccc2-c2ccccc2N~1)C(F)(F)F.CC(C)c1cc(C(C)C)c(-c2ccccc2P(C2CCCCC2)C2CCCCC2)c(C(C)C)c1.CCN=P(N=P(N(C)C)(N(C)C)N(C)C)(N(C)C)N(C)C.c1ccc(-c2cnoc2)cc1. No catalyst specified. The product is Cc1ccc(Nc2ccccn2)cc1. The yield is 0.171. (6) The product is CCc1ccc(Nc2ccc(C)cc2)cc1. The reactants are CCc1ccc(Br)cc1.Cc1ccc(N)cc1.O=S(=O)(O[Pd]1c2ccccc2-c2ccccc2N~1)C(F)(F)F.COc1ccc(OC)c(P([C@]23C[C@H]4C[C@H](C[C@H](C4)C2)C3)[C@]23C[C@H]4C[C@H](C[C@H](C4)C2)C3)c1-c1c(C(C)C)cc(C(C)C)cc1C(C)C.CCN=P(N=P(N(C)C)(N(C)C)N(C)C)(N(C)C)N(C)C.Fc1cccc(F)c1-c1ccno1. No catalyst specified. The yield is 0.212.